This data is from NCI-60 drug combinations with 297,098 pairs across 59 cell lines. The task is: Regression. Given two drug SMILES strings and cell line genomic features, predict the synergy score measuring deviation from expected non-interaction effect. (1) Drug 1: CCC1=C2CN3C(=CC4=C(C3=O)COC(=O)C4(CC)O)C2=NC5=C1C=C(C=C5)O. Drug 2: CC(C)(C#N)C1=CC(=CC(=C1)CN2C=NC=N2)C(C)(C)C#N. Cell line: LOX IMVI. Synergy scores: CSS=23.5, Synergy_ZIP=-1.69, Synergy_Bliss=4.86, Synergy_Loewe=-15.8, Synergy_HSA=1.39. (2) Drug 1: C1=NC2=C(N1)C(=S)N=C(N2)N. Drug 2: COC1=C2C(=CC3=C1OC=C3)C=CC(=O)O2. Cell line: SK-MEL-5. Synergy scores: CSS=15.0, Synergy_ZIP=-0.789, Synergy_Bliss=-6.44, Synergy_Loewe=-15.6, Synergy_HSA=-6.90. (3) Drug 1: C1=NC2=C(N=C(N=C2N1C3C(C(C(O3)CO)O)O)F)N. Drug 2: CC1=C(C(CCC1)(C)C)C=CC(=CC=CC(=CC(=O)O)C)C. Cell line: MOLT-4. Synergy scores: CSS=12.8, Synergy_ZIP=-1.89, Synergy_Bliss=-1.12, Synergy_Loewe=-18.7, Synergy_HSA=-0.0657. (4) Drug 1: CNC(=O)C1=NC=CC(=C1)OC2=CC=C(C=C2)NC(=O)NC3=CC(=C(C=C3)Cl)C(F)(F)F. Drug 2: COC1=C2C(=CC3=C1OC=C3)C=CC(=O)O2. Cell line: MCF7. Synergy scores: CSS=-5.91, Synergy_ZIP=2.34, Synergy_Bliss=-1.29, Synergy_Loewe=-9.29, Synergy_HSA=-9.10. (5) Drug 1: C1=NC2=C(N=C(N=C2N1C3C(C(C(O3)CO)O)F)Cl)N. Drug 2: C1C(C(OC1N2C=NC3=C2NC=NCC3O)CO)O. Cell line: PC-3. Synergy scores: CSS=22.8, Synergy_ZIP=-3.73, Synergy_Bliss=-3.50, Synergy_Loewe=-38.7, Synergy_HSA=-2.76. (6) Drug 1: C1=CC(=C2C(=C1NCCNCCO)C(=O)C3=C(C=CC(=C3C2=O)O)O)NCCNCCO. Drug 2: CC1=C(C=C(C=C1)C(=O)NC2=CC(=CC(=C2)C(F)(F)F)N3C=C(N=C3)C)NC4=NC=CC(=N4)C5=CN=CC=C5. Cell line: MDA-MB-435. Synergy scores: CSS=27.2, Synergy_ZIP=2.01, Synergy_Bliss=10.7, Synergy_Loewe=1.80, Synergy_HSA=7.68. (7) Drug 1: COCCOC1=C(C=C2C(=C1)C(=NC=N2)NC3=CC=CC(=C3)C#C)OCCOC.Cl. Drug 2: CC1C(C(CC(O1)OC2CC(CC3=C2C(=C4C(=C3O)C(=O)C5=C(C4=O)C(=CC=C5)OC)O)(C(=O)CO)O)N)O.Cl. Cell line: SW-620. Synergy scores: CSS=41.8, Synergy_ZIP=-2.11, Synergy_Bliss=-1.91, Synergy_Loewe=-4.70, Synergy_HSA=2.10. (8) Drug 2: COC1=NC(=NC2=C1N=CN2C3C(C(C(O3)CO)O)O)N. Synergy scores: CSS=-1.06, Synergy_ZIP=0.712, Synergy_Bliss=0.528, Synergy_Loewe=-0.730, Synergy_HSA=-1.26. Cell line: SF-268. Drug 1: CCC1(CC2CC(C3=C(CCN(C2)C1)C4=CC=CC=C4N3)(C5=C(C=C6C(=C5)C78CCN9C7C(C=CC9)(C(C(C8N6C)(C(=O)OC)O)OC(=O)C)CC)OC)C(=O)OC)O.OS(=O)(=O)O. (9) Drug 1: C1=C(C(=O)NC(=O)N1)F. Drug 2: CS(=O)(=O)CCNCC1=CC=C(O1)C2=CC3=C(C=C2)N=CN=C3NC4=CC(=C(C=C4)OCC5=CC(=CC=C5)F)Cl. Cell line: M14. Synergy scores: CSS=38.1, Synergy_ZIP=4.41, Synergy_Bliss=3.18, Synergy_Loewe=-0.00148, Synergy_HSA=0.608.